This data is from Catalyst prediction with 721,799 reactions and 888 catalyst types from USPTO. The task is: Predict which catalyst facilitates the given reaction. Reactant: CCCC[N+](CCCC)(CCCC)CCCC.[F-].[CH3:19][N:20]1[CH2:25][CH2:24][N:23]([C:26]([C:28]2[CH:33]=[CH:32][CH:31]=[C:30]([C:34]#[C:35][Si](C)(C)C)[CH:29]=2)=[O:27])[CH2:22][CH2:21]1. Product: [C:34]([C:30]1[CH:29]=[C:28]([C:26]([N:23]2[CH2:22][CH2:21][N:20]([CH3:19])[CH2:25][CH2:24]2)=[O:27])[CH:33]=[CH:32][CH:31]=1)#[CH:35]. The catalyst class is: 1.